From a dataset of Reaction yield outcomes from USPTO patents with 853,638 reactions. Predict the reaction yield, written as a fraction of the theoretical maximum amount of product (1.0 means a 100% yield; for example, 0.34 means a 34% yield). (1) The reactants are [NH2:1][C:2]1[C:7]([O:8][CH3:9])=[CH:6][CH:5]=[CH:4][N+:3]=1[NH2:10].[N+](C1C=CC(C(O)=O)=CC=1)([O-])=O.C1CCN2C(=NCCC2)CC1.[CH2:34]([O:36][C:37]([C:39]1([CH:42]=O)[CH2:41][CH2:40]1)=[O:38])[CH3:35]. The catalyst is C(O)C. The product is [CH2:34]([O:36][C:37]([C:39]1([C:42]2[N:1]=[C:2]3[C:7]([O:8][CH3:9])=[CH:6][CH:5]=[CH:4][N:3]3[N:10]=2)[CH2:41][CH2:40]1)=[O:38])[CH3:35]. The yield is 0.530. (2) The product is [CH3:19][O:18][C:16]([NH:1][C:2]([C:7]1[CH:12]=[CH:11][CH:10]=[CH:9][CH:8]=1)([CH3:6])[C:3]([OH:5])=[O:4])=[O:17]. The yield is 0.490. The reactants are [NH2:1][C:2]([C:7]1[CH:12]=[CH:11][CH:10]=[CH:9][CH:8]=1)([CH3:6])[C:3]([OH:5])=[O:4].[OH-].[Na+].Cl[C:16]([O:18][CH3:19])=[O:17]. The catalyst is C1COCC1.Cl.